Predict the reaction yield, written as a fraction of the theoretical maximum amount of product (1.0 means a 100% yield; for example, 0.34 means a 34% yield). From a dataset of Reaction yield outcomes from USPTO patents with 853,638 reactions. (1) The reactants are [Cl:1][C:2]1[CH:3]=[CH:4][N:5]=[C:6]2[C:11]=1[N:10]=[CH:9][C:8]([O:12][CH3:13])=[CH:7]2.Cl.C([O:19][C:20](=[O:23])[CH2:21][NH2:22])(C)(C)C. No catalyst specified. The product is [ClH:1].[CH3:13][O:12][C:8]1[CH:7]=[C:6]2[C:11]([C:2]([NH:22][CH2:21][C:20]([OH:23])=[O:19])=[CH:3][CH:4]=[N:5]2)=[N:10][CH:9]=1. The yield is 0.801. (2) The reactants are [CH2:1]([O:3][C:4]([C:6]1[CH:7]=[N:8][C:9]2[C:14]([C:15]=1Cl)=[CH:13][CH:12]=[CH:11][C:10]=2[O:17][CH3:18])=[O:5])[CH3:2].[CH2:19]([CH:21]([NH2:24])[CH2:22][CH3:23])[CH3:20]. No catalyst specified. The product is [CH2:1]([O:3][C:4]([C:6]1[CH:7]=[N:8][C:9]2[C:14]([C:15]=1[NH:24][CH:21]([CH2:22][CH3:23])[CH2:19][CH3:20])=[CH:13][CH:12]=[CH:11][C:10]=2[O:17][CH3:18])=[O:5])[CH3:2]. The yield is 1.00. (3) The reactants are Cl.[CH3:2][O:3][C:4](=[O:18])[C@H:5]([CH2:7][C:8]1[C:16]2[C:11](=[CH:12][CH:13]=[C:14]([OH:17])[CH:15]=2)[NH:10][CH:9]=1)[NH2:6].[C:19](O)(=[O:31])/[CH:20]=[CH:21]/[C:22]1[CH:30]=[CH:29][C:27]([OH:28])=[C:24]([O:25][CH3:26])[CH:23]=1.C(N(CC)CC)C.O.ON1C2C=CC=CC=2N=N1.C(N=C=NCCCN(C)C)C. The catalyst is ClCCl.CN(C)C=O. The product is [CH3:26][O:25][C:24]1[CH:23]=[C:22]([CH:21]=[CH:20][C:19]([NH:6][CH:5]([C:4]([O:3][CH3:2])=[O:18])[CH2:7][C:8]2[C:16]3[C:11](=[CH:12][CH:13]=[C:14]([OH:17])[CH:15]=3)[NH:10][CH:9]=2)=[O:31])[CH:30]=[CH:29][C:27]=1[OH:28]. The yield is 0.780. (4) The reactants are [C:1]([N:4]1[C:12]2[C:7](=[CH:8][CH:9]=[CH:10][CH:11]=2)[CH2:6][CH:5]1[CH3:13])(=[O:3])[CH3:2].[Cl-].[Al+3].[Cl-].[Cl-].[C:18](Cl)(=[O:20])[CH3:19]. The catalyst is C(=S)=S. The product is [C:1]([N:4]1[C:12]2[C:7](=[CH:8][C:9]([C:18](=[O:20])[CH3:19])=[CH:10][CH:11]=2)[CH2:6][CH:5]1[CH3:13])(=[O:3])[CH3:2]. The yield is 0.970.